This data is from Full USPTO retrosynthesis dataset with 1.9M reactions from patents (1976-2016). The task is: Predict the reactants needed to synthesize the given product. (1) Given the product [CH3:46][O:45][C:40]1[CH:41]=[CH:42][CH:43]=[CH:44][C:39]=1[CH:32]([N:11]1[CH:12]=[CH:13][CH:14]=[C:9]([C:6]2[CH:5]=[CH:4][C:3]([C:2]([F:1])([F:16])[F:17])=[CH:8][CH:7]=2)[C:10]1=[O:15])[CH2:33][N:34]1[CH2:38][CH2:37][CH2:36][CH2:35]1.[CH3:46][O:45][C:40]1[CH:41]=[CH:42][CH:43]=[CH:44][C:39]=1[CH:32]([C:10]1[C:9]([C:6]2[CH:7]=[CH:8][C:3]([C:2]([F:17])([F:16])[F:1])=[CH:4][CH:5]=2)=[CH:14][CH:13]=[CH:12][N:11]=1)[CH2:33][N:34]1[CH2:38][CH2:37][CH2:36][CH2:35]1, predict the reactants needed to synthesize it. The reactants are: [F:1][C:2]([F:17])([F:16])[C:3]1[CH:8]=[CH:7][C:6]([C:9]2[C:10](=[O:15])[NH:11][CH:12]=[CH:13][CH:14]=2)=[CH:5][CH:4]=1.C(P(CCCC)CCCC)CCC.O[CH:32]([C:39]1[CH:44]=[CH:43][CH:42]=[CH:41][C:40]=1[O:45][CH3:46])[CH2:33][N:34]1[CH2:38][CH2:37][CH2:36][CH2:35]1. (2) Given the product [F:1][C:2]1[CH:7]=[CH:6][CH:5]=[CH:4][C:3]=1[C:8]1[CH:13]=[CH:12][C:11]([C:14]2[O:35][N:36]=[C:37]([C:38]3[CH:43]=[CH:42][C:41]([CH2:44][N:45]4[CH:49]=[CH:48][C:47]([C:50]([O:52][CH3:53])=[O:51])=[N:46]4)=[CH:40][CH:39]=3)[N:55]=2)=[CH:10][C:9]=1[C:17]([F:18])([F:19])[F:20], predict the reactants needed to synthesize it. The reactants are: [F:1][C:2]1[CH:7]=[CH:6][CH:5]=[CH:4][C:3]=1[C:8]1[CH:13]=[CH:12][C:11]([C:14](O)=O)=[CH:10][C:9]=1[C:17]([F:20])([F:19])[F:18].C(Cl)CCl.C1C=CC2N(O)N=NC=2C=1.[OH:35][NH:36][C:37](=[NH:55])[C:38]1[CH:43]=[CH:42][C:41]([CH2:44][N:45]2[CH:49]=[CH:48][C:47]([C:50]([O:52][CH2:53]C)=[O:51])=[N:46]2)=[CH:40][CH:39]=1. (3) Given the product [ClH:1].[NH:9]1[CH2:10][CH:11]([C:13]2[O:17][N:16]=[C:15]([CH:18]3[CH2:23][CH:22]([C:24]4[CH:25]=[CH:26][C:27]([C:30]([F:32])([F:33])[F:31])=[CH:28][CH:29]=4)[CH2:21][N:20]([C:34]([N:36]4[CH2:37][CH2:38][O:39][CH2:40][CH2:41]4)=[O:35])[CH2:19]3)[N:14]=2)[CH2:12]1, predict the reactants needed to synthesize it. The reactants are: [ClH:1].C(OC([N:9]1[CH2:12][CH:11]([C:13]2[O:17][N:16]=[C:15]([CH:18]3[CH2:23][CH:22]([C:24]4[CH:29]=[CH:28][C:27]([C:30]([F:33])([F:32])[F:31])=[CH:26][CH:25]=4)[CH2:21][N:20]([C:34]([N:36]4[CH2:41][CH2:40][O:39][CH2:38][CH2:37]4)=[O:35])[CH2:19]3)[N:14]=2)[CH2:10]1)=O)(C)(C)C. (4) The reactants are: C[C:2]1[NH:3][CH:4]=[CH:5][C:6]=1[C:7]([O:9][CH2:10][CH3:11])=[O:8].N1[CH:16]=[CH:15][C:14]([C:17]([O:19]CC)=[O:18])=[CH:13]1.Br[C:23]1C=C(Cl)C=CC=1C=O.BrC1C(C=O)=C[C:36]2[O:40][CH2:39][O:38][C:37]=2C=1. Given the product [CH2:10]([O:9][C:7]([C:6]1[CH:5]=[C:4]([C:15]2[C:14]([C:17]([OH:19])=[O:18])=[CH:13][C:36]3[O:40][CH2:39][O:38][C:37]=3[CH:16]=2)[N:3]([CH3:23])[CH:2]=1)=[O:8])[CH3:11], predict the reactants needed to synthesize it. (5) Given the product [CH3:20][C:19]([Si:16]([CH3:18])([CH3:17])[O:15][CH2:14][C:8]1[C:7]([C:25]2[CH:30]=[CH:29][CH:28]=[CH:27][CH:26]=2)=[CH:12][CH:11]=[C:10]([CH3:13])[N:9]=1)([CH3:22])[CH3:21], predict the reactants needed to synthesize it. The reactants are: FC(F)(F)S(O[C:7]1[C:8]([CH2:14][O:15][Si:16]([C:19]([CH3:22])([CH3:21])[CH3:20])([CH3:18])[CH3:17])=[N:9][C:10]([CH3:13])=[CH:11][CH:12]=1)(=O)=O.[C:25]1(B(O)O)[CH:30]=[CH:29][CH:28]=[CH:27][CH:26]=1.C([O-])([O-])=O.[K+].[K+]. (6) Given the product [NH2:6][C:7]1[CH:8]=[CH:9][CH:10]=[C:2]([Br:1])[C:3]=1[C:4]([OH:12])=[O:13], predict the reactants needed to synthesize it. The reactants are: [Br:1][C:2]1[CH:10]=[CH:9][CH:8]=[C:7]2[C:3]=1[C:4](=[O:12])C(=O)[NH:6]2.[OH-:13].[Na+].OO. (7) Given the product [CH3:41][C@@:2]1([OH:1])[CH2:3][N:4]([C:16]2[CH:21]=[CH:20][CH:19]=[C:18]([N:22]3[C:30]4[CH:29]=[C:28]([C:31]5[CH:32]=[N:33][N:34]([CH2:36][C:37]([F:40])([F:39])[F:38])[CH:35]=5)[N:27]=[CH:26][C:25]=4[CH:24]=[N:23]3)[N:17]=2)[CH2:5][CH2:6][NH:7][CH2:8]1, predict the reactants needed to synthesize it. The reactants are: [OH:1][C@@:2]1([CH3:41])[CH2:8][N:7](C(OC(C)(C)C)=O)[CH2:6][CH2:5][N:4]([C:16]2[CH:21]=[CH:20][CH:19]=[C:18]([N:22]3[C:30]4[CH:29]=[C:28]([C:31]5[CH:32]=[N:33][N:34]([CH2:36][C:37]([F:40])([F:39])[F:38])[CH:35]=5)[N:27]=[CH:26][C:25]=4[CH:24]=[N:23]3)[N:17]=2)[CH2:3]1.Cl.